Dataset: Forward reaction prediction with 1.9M reactions from USPTO patents (1976-2016). Task: Predict the product of the given reaction. Given the reactants [CH:1]1([OH:5])[CH2:4][CH2:3][CH2:2]1.[H-].[Na+].[F:8][C:9]([F:37])([F:36])[C:10]1[CH:11]=[C:12]([CH:33]=[CH:34][CH:35]=1)[CH2:13][NH:14][C:15](=[O:32])[C:16]1[CH:21]=[CH:20][N:19]=[C:18]([C:22]2[CH:27]=[C:26](F)[CH:25]=[CH:24][C:23]=2[N+:29]([O-:31])=[O:30])[CH:17]=1, predict the reaction product. The product is: [CH:1]1([O:5][C:26]2[CH:25]=[CH:24][C:23]([N+:29]([O-:31])=[O:30])=[C:22]([C:18]3[CH:17]=[C:16]([CH:21]=[CH:20][N:19]=3)[C:15]([NH:14][CH2:13][C:12]3[CH:33]=[CH:34][CH:35]=[C:10]([C:9]([F:8])([F:36])[F:37])[CH:11]=3)=[O:32])[CH:27]=2)[CH2:4][CH2:3][CH2:2]1.